Dataset: Reaction yield outcomes from USPTO patents with 853,638 reactions. Task: Predict the reaction yield, written as a fraction of the theoretical maximum amount of product (1.0 means a 100% yield; for example, 0.34 means a 34% yield). (1) The reactants are [C:1]([OH:8])(=[O:7])/[CH:2]=[CH:3]\[C:4]([OH:6])=[O:5].[Cl:9][C:10]1[C:11]([F:40])=[C:12]([CH:37]=[CH:38][CH:39]=1)[NH:13][C:14]1[C:23]2[C:18](=[CH:19][C:20]([O:35][CH3:36])=[C:21]([O:24][CH:25]3[CH2:30][CH2:29][N:28]([C:31](=[O:34])[CH2:32][OH:33])[CH2:27][CH2:26]3)[CH:22]=2)[N:17]=[CH:16][N:15]=1. The catalyst is O. The product is [C:1]([OH:8])(=[O:7])/[CH:2]=[CH:3]\[C:4]([OH:6])=[O:5].[Cl:9][C:10]1[C:11]([F:40])=[C:12]([CH:37]=[CH:38][CH:39]=1)[NH:13][C:14]1[C:23]2[C:18](=[CH:19][C:20]([O:35][CH3:36])=[C:21]([O:24][CH:25]3[CH2:30][CH2:29][N:28]([C:31](=[O:34])[CH2:32][OH:33])[CH2:27][CH2:26]3)[CH:22]=2)[N:17]=[CH:16][N:15]=1. The yield is 0.523. (2) The reactants are [Cl:1][C:2]1[N:7]=[C:6]([C:8]([O:10][CH2:11][CH3:12])=[O:9])[C:5](F)=[CH:4][N:3]=1.[CH:14]1([NH2:17])[CH2:16][CH2:15]1. No catalyst specified. The product is [Cl:1][C:2]1[N:7]=[C:6]([C:8]([O:10][CH2:11][CH3:12])=[O:9])[C:5]([NH:17][CH:14]2[CH2:16][CH2:15]2)=[CH:4][N:3]=1. The yield is 0.540.